From a dataset of Forward reaction prediction with 1.9M reactions from USPTO patents (1976-2016). Predict the product of the given reaction. Given the reactants [CH3:1][S:2]([C:5]1[CH:6]=[C:7]2[C:11](=[CH:12][CH:13]=1)[N:10]([C:14]1[N:19]=[CH:18][C:17]([CH2:20][O:21][CH:22]3[CH2:27][CH2:26][N:25]([C:28]#[N:29])[CH2:24][CH2:23]3)=[CH:16][CH:15]=1)[CH:9]=[CH:8]2)(=[O:4])=[O:3].[OH:30][NH:31][C:32](=N)[CH:33]([CH3:35])[CH3:34], predict the reaction product. The product is: [CH:33]([C:32]1[N:29]=[C:28]([N:25]2[CH2:24][CH2:23][CH:22]([O:21][CH2:20][C:17]3[CH:18]=[N:19][C:14]([N:10]4[C:11]5[C:7](=[CH:6][C:5]([S:2]([CH3:1])(=[O:3])=[O:4])=[CH:13][CH:12]=5)[CH:8]=[CH:9]4)=[CH:15][CH:16]=3)[CH2:27][CH2:26]2)[O:30][N:31]=1)([CH3:35])[CH3:34].